From a dataset of Catalyst prediction with 721,799 reactions and 888 catalyst types from USPTO. Predict which catalyst facilitates the given reaction. (1) Reactant: [NH:1]1[C:9]2[C:4](=[CH:5][CH:6]=[CH:7][C:8]=2[C:10]([OH:12])=O)[CH:3]=[CH:2]1.CN(C(ON1N=NC2C=CC=CC1=2)=[N+](C)C)C.[B-](F)(F)(F)F.C(N(CC)C(C)C)(C)C.[C:44]([C:48]1[CH:64]=[CH:63][C:51]([CH2:52][NH:53][CH2:54][CH2:55][C:56]2[CH:61]=[CH:60][C:59]([CH3:62])=[CH:58][CH:57]=2)=[CH:50][CH:49]=1)([CH3:47])([CH3:46])[CH3:45]. Product: [C:44]([C:48]1[CH:64]=[CH:63][C:51]([CH2:52][N:53]([CH2:54][CH2:55][C:56]2[CH:57]=[CH:58][C:59]([CH3:62])=[CH:60][CH:61]=2)[C:10]([C:8]2[CH:7]=[CH:6][CH:5]=[C:4]3[C:9]=2[NH:1][CH:2]=[CH:3]3)=[O:12])=[CH:50][CH:49]=1)([CH3:47])([CH3:45])[CH3:46]. The catalyst class is: 18. (2) Reactant: Cl[C:2]1[CH:9]=[CH:8][C:5]([C:6]#[N:7])=[C:4]([O:10][CH3:11])[N:3]=1.[Br:12][C:13]1[CH:18]=[CH:17][C:16]([OH:19])=[C:15]([F:20])[C:14]=1[CH:21]1[O:25][CH2:24][CH2:23][O:22]1.C(=O)([O-])[O-].[K+].[K+].CN(C)C=O. Product: [Br:12][C:13]1[CH:18]=[CH:17][C:16]([O:19][C:2]2[CH:9]=[CH:8][C:5]([C:6]#[N:7])=[C:4]([O:10][CH3:11])[N:3]=2)=[C:15]([F:20])[C:14]=1[CH:21]1[O:22][CH2:23][CH2:24][O:25]1. The catalyst class is: 6.